From a dataset of Experimentally validated miRNA-target interactions with 360,000+ pairs, plus equal number of negative samples. Binary Classification. Given a miRNA mature sequence and a target amino acid sequence, predict their likelihood of interaction. (1) The miRNA is hsa-miR-4314 with sequence CUCUGGGAAAUGGGACAG. The protein sequence of the target gene is MYSPYCLTQDEFHPFIEALLPHVRAFSYTWFNLQARKRKYFKKHEKRMSKDEERAVKDELLGEKPEIKQKWASRLLAKLRKDIRPEFREDFVLTITGKKPPCCVLSNPDQKGKIRRIDCLRQADKVWRLDLVMVILFKGIPLESTDGERLYKSPQCSNPGLCVQPHHIGVTIKELDLYLAYFVHTPESGQSDSSNQQGDADIKPLPNGHLSFQDCFVTSGVWNVTELVRVSQTPVATASGPNFSLADLESPSYYNINQVTLGRRSITSPPSTSSTKRPKSIDDSEMESPVDDVFYPGTGR.... Result: 0 (no interaction). (2) The miRNA is hsa-miR-6780b-3p with sequence UCCCUUGUCUCCUUUCCCUAG. The protein sequence of the target gene is MVTRDRAENRDGPKMLKPLVEKRRRDRINRSLEELRLLLLERTRDQNLRNPKLEKAEILEFAVGYLRERSRVEPPGVPRSPVQDAEALASCYLSGFRECLLRLAAFAHDASPAARAQLFSALHGYLRPKPPRPKPVDPRPPAPRPSLDPAAPALGPALHQRPPVHQGHPSPRCAWSPSLCSPRAGDSGAPAPLTGLLPPPPPPHRQDGAPKAPLPPPPAFWRPWP. Result: 0 (no interaction).